This data is from Full USPTO retrosynthesis dataset with 1.9M reactions from patents (1976-2016). The task is: Predict the reactants needed to synthesize the given product. (1) Given the product [CH3:24][C:25]([C:29]1[CH:34]=[CH:33][C:32]([S:35]([O:38][C:39]2[CH:44]=[CH:43][C:42]([C:45]3([C:53]4[CH:58]=[CH:57][C:56]([F:59])=[C:55]([C:17]5[CH:9]=[N:13][CH:12]=[N:11][CH:22]=5)[CH:54]=4)[C:49](=[O:50])[N:48]([CH3:51])[C:47]([NH2:52])=[N:46]3)=[CH:41][CH:40]=2)(=[O:37])=[O:36])=[CH:31][CH:30]=1)([CH3:28])[CH2:26][CH3:27], predict the reactants needed to synthesize it. The reactants are: BrC1C=C([C:9]2([C:17]3[CH:22]=CC(O)=CC=3)[NH:13][C:12](=S)[N:11](C)C2=O)C=CC=1F.[CH3:24][C:25]([C:29]1[CH:34]=[CH:33][C:32]([S:35]([O:38][C:39]2[CH:44]=[CH:43][C:42]([C:45]3([C:53]4[CH:58]=[CH:57][C:56]([F:59])=[C:55](Br)[CH:54]=4)[C:49](=[O:50])[N:48]([CH3:51])[C:47]([NH2:52])=[N:46]3)=[CH:41][CH:40]=2)(=[O:37])=[O:36])=[CH:31][CH:30]=1)([CH3:28])[CH2:26][CH3:27]. (2) Given the product [CH:10]1[C:11]([F:13])=[CH:12][C:2]2[NH:1][CH:18]=[N:20][C:4](=[O:5])[C:3]=2[CH:9]=1, predict the reactants needed to synthesize it. The reactants are: [NH2:1][C:2]1[CH:12]=[C:11]([F:13])[CH:10]=[CH:9][C:3]=1[C:4](OCC)=[O:5].C([O-])=O.[NH4+].[CH:18]([NH2:20])=O.